Dataset: Catalyst prediction with 721,799 reactions and 888 catalyst types from USPTO. Task: Predict which catalyst facilitates the given reaction. (1) Reactant: [CH2:1]([NH:3][C:4]1[C:13]([CH2:14]O)=[CH:12][C:11]2[CH:10]=[C:9]3[O:16][CH2:17][O:18][C:8]3=[CH:7][C:6]=2[N:5]=1)[CH3:2].S(Cl)([Cl:21])=O. Product: [ClH:21].[Cl:21][CH2:14][C:13]1[C:4]([NH:3][CH2:1][CH3:2])=[N:5][C:6]2[CH:7]=[C:8]3[O:18][CH2:17][O:16][C:9]3=[CH:10][C:11]=2[CH:12]=1. The catalyst class is: 2. (2) Reactant: [C:1]1([C:7]2[O:11][C:10]3[CH:12]=[CH:13][CH:14]=[CH:15][C:9]=3[C:8]=2[C:16]2[CH:21]=[CH:20][CH:19]=[CH:18][CH:17]=2)[CH:6]=[CH:5][CH:4]=[CH:3][CH:2]=1.[Br:22]N1C(=O)CCC1=O.CN(C)C=O. Product: [Br:22][C:13]1[CH:14]=[CH:15][C:9]2[C:8]([C:16]3[CH:17]=[CH:18][CH:19]=[CH:20][CH:21]=3)=[C:7]([C:1]3[CH:6]=[CH:5][CH:4]=[CH:3][CH:2]=3)[O:11][C:10]=2[CH:12]=1. The catalyst class is: 6. (3) Reactant: [Br:1][C:2]1[CH:7]=[CH:6][C:5]([C:8]2[C:9]([C:26]([O:28]C(C)(C)C)=[O:27])=[C:10]([NH:13][C:14]([N:16]3[CH2:25][CH2:24][C:23]4[C:18](=[CH:19][CH:20]=[CH:21][CH:22]=4)[CH2:17]3)=[O:15])[S:11][CH:12]=2)=[CH:4][CH:3]=1. Product: [Br:1][C:2]1[CH:7]=[CH:6][C:5]([C:8]2[C:9]([C:26]([OH:28])=[O:27])=[C:10]([NH:13][C:14]([N:16]3[CH2:25][CH2:24][C:23]4[C:18](=[CH:19][CH:20]=[CH:21][CH:22]=4)[CH2:17]3)=[O:15])[S:11][CH:12]=2)=[CH:4][CH:3]=1.[Br:1][C:2]1[CH:3]=[CH:4][C:5]([C:8]2[CH:9]=[C:10]([NH:13][C:14]([N:16]3[CH2:25][CH2:24][C:23]4[C:18](=[CH:19][CH:20]=[CH:21][CH:22]=4)[CH2:17]3)=[O:15])[S:11][CH:12]=2)=[CH:6][CH:7]=1. The catalyst class is: 137. (4) Reactant: [F:1][C:2]1[C:24]([S:25][CH:26]2[CH2:31][CH2:30][N:29]([C:32]([CH3:37])([CH3:36])[C:33]([OH:35])=O)[CH2:28][CH2:27]2)=[CH:23][C:5]2[C:6]3[N:10]([CH2:11][CH2:12][O:13][C:4]=2[CH:3]=1)[CH:9]=[C:8]([C:14]1[N:15]([CH:20]([CH3:22])[CH3:21])[N:16]=[C:17]([CH3:19])[N:18]=1)[N:7]=3.CC[N:40](C(C)C)C(C)C.C1C=CC2N(O)N=NC=2C=1.N.CCN=C=NCCCN(C)C. Product: [F:1][C:2]1[C:24]([S:25][CH:26]2[CH2:31][CH2:30][N:29]([C:32]([CH3:36])([CH3:37])[C:33]([NH2:40])=[O:35])[CH2:28][CH2:27]2)=[CH:23][C:5]2[C:6]3[N:10]([CH2:11][CH2:12][O:13][C:4]=2[CH:3]=1)[CH:9]=[C:8]([C:14]1[N:15]([CH:20]([CH3:21])[CH3:22])[N:16]=[C:17]([CH3:19])[N:18]=1)[N:7]=3. The catalyst class is: 3. (5) Reactant: [C:1]([C:3]1[CH:4]=[C:5]([C:9]2[CH2:14][CH2:13][C:12](=[O:15])[CH2:11][CH:10]=2)[CH:6]=[CH:7][CH:8]=1)#[N:2].[CH2:16](O)[CH2:17][OH:18]. Product: [CH2:17]1[O:18][C:12]2([CH2:13][CH2:14][C:9]([C:5]3[CH:6]=[CH:7][CH:8]=[C:3]([C:1]#[N:2])[CH:4]=3)=[CH:10][CH2:11]2)[O:15][CH2:16]1. The catalyst class is: 743. (6) Reactant: [Br:1][C:2]1[CH:3]=[C:4]2[C:8](=[N:9][CH:10]=1)[NH:7][CH:6]=[CH:5]2.[F:11][CH:12]([F:26])[O:13][C:14]1[CH:15]=[C:16]([CH:19]=[C:20]([O:22][CH:23]([F:25])[F:24])[CH:21]=1)[CH:17]=[O:18].[OH-].[K+].O. Product: [F:11][CH:12]([F:26])[O:13][C:14]1[CH:15]=[C:16]([CH:17]([C:5]2[C:4]3[C:8](=[N:9][CH:10]=[C:2]([Br:1])[CH:3]=3)[NH:7][CH:6]=2)[OH:18])[CH:19]=[C:20]([O:22][CH:23]([F:24])[F:25])[CH:21]=1. The catalyst class is: 5. (7) Reactant: [O:1]=[C:2]1[C:11]2[C:6](=[CH:7][CH:8]=[CH:9][CH:10]=2)/[C:5](=N/S(C2SC=CC=2)(=O)=O)/[CH:4]=[C:3]1[S:21][CH2:22][C:23]([O:25][CH2:26][CH3:27])=[O:24].ClC1C(=O)C2C(=CC=CC=2)/C(=N/S(C2SC=CC=2)(=O)=O)/C=1.CCOC(C)=O.[N+:55]([C:58]1[CH:63]=[CH:62][C:61]([S:64]([NH2:67])(=[O:66])=[O:65])=[CH:60][CH:59]=1)([O-:57])=[O:56]. Product: [OH:1][C:2]1[C:11]2[C:6](=[CH:7][CH:8]=[CH:9][CH:10]=2)[C:5]([NH:67][S:64]([C:61]2[CH:60]=[CH:59][C:58]([N+:55]([O-:57])=[O:56])=[CH:63][CH:62]=2)(=[O:65])=[O:66])=[CH:4][C:3]=1[S:21][CH2:22][C:23]([O:25][CH2:26][CH3:27])=[O:24]. The catalyst class is: 26. (8) Reactant: FC(F)(F)C(O)=O.[CH2:8]([O:10][C:11]([C:13]1[C:22](=[O:23])[C:21]2[C:16](=[C:17]([CH2:38][OH:39])[C:18]([NH:25][C@H:26]([CH2:36]O)[CH2:27][CH2:28][C:29]([O:31]C(C)(C)C)=[O:30])=[C:19]([F:24])[CH:20]=2)[N:15]([CH:40]2[CH2:42][CH2:41]2)[CH:14]=1)=[O:12])[CH3:9]. Product: [CH:40]1([N:15]2[C:16]3[C:21](=[CH:20][C:19]([F:24])=[C:18]4[NH:25][C@@H:26]([CH2:27][CH2:28][C:29]([OH:31])=[O:30])[CH2:36][O:39][CH2:38][C:17]4=3)[C:22](=[O:23])[C:13]([C:11]([O:10][CH2:8][CH3:9])=[O:12])=[CH:14]2)[CH2:42][CH2:41]1. The catalyst class is: 2. (9) Reactant: Br[C:2]1[C:3]([CH3:20])=[C:4]([NH:12][C:13](=[O:19])[O:14][C:15]([CH3:18])([CH3:17])[CH3:16])[C:5]([CH3:11])=[C:6]([CH3:10])[C:7]=1[O:8][CH3:9].C([Li])CCC.[CH3:26][CH:27]([CH3:37])[C:28]([C:30]1[CH:35]=[CH:34][C:33]([CH3:36])=[CH:32][CH:31]=1)=[O:29].O. Product: [OH:29][C:28]([C:2]1[C:3]([CH3:20])=[C:4]([NH:12][C:13](=[O:19])[O:14][C:15]([CH3:18])([CH3:17])[CH3:16])[C:5]([CH3:11])=[C:6]([CH3:10])[C:7]=1[O:8][CH3:9])([C:30]1[CH:31]=[CH:32][C:33]([CH3:36])=[CH:34][CH:35]=1)[CH:27]([CH3:37])[CH3:26]. The catalyst class is: 7. (10) Reactant: [CH3:1][O:2][C:3]1[CH:8]=[CH:7][C:6]([C:9]2[C:13]([CH3:14])=[C:12]([C:15]([O:17][CH2:18][CH3:19])=[O:16])[O:11][N:10]=2)=[CH:5][CH:4]=1.C1C(=O)N([Br:27])C(=O)C1.C(OOC(=O)C1C=CC=CC=1)(=O)C1C=CC=CC=1. Product: [Br:27][CH2:14][C:13]1[C:9]([C:6]2[CH:5]=[CH:4][C:3]([O:2][CH3:1])=[CH:8][CH:7]=2)=[N:10][O:11][C:12]=1[C:15]([O:17][CH2:18][CH3:19])=[O:16]. The catalyst class is: 53.